From a dataset of Reaction yield outcomes from USPTO patents with 853,638 reactions. Predict the reaction yield, written as a fraction of the theoretical maximum amount of product (1.0 means a 100% yield; for example, 0.34 means a 34% yield). (1) The reactants are [F:1][C:2]1[CH:3]=[C:4]([C:9]2[CH:10]=[C:11]([CH2:20][OH:21])[C:12](=[O:19])[N:13]([CH2:15][CH:16]([CH3:18])[CH3:17])[N:14]=2)[CH:5]=[CH:6][C:7]=1[CH3:8].C(N(CC)CC)C.[CH3:29][S:30](Cl)(=[O:32])=[O:31].C(=O)([O-])O.[Na+]. The catalyst is C(Cl)Cl. The product is [F:1][C:2]1[CH:3]=[C:4]([C:9]2[CH:10]=[C:11]([CH2:20][O:21][S:30]([CH3:29])(=[O:32])=[O:31])[C:12](=[O:19])[N:13]([CH2:15][CH:16]([CH3:18])[CH3:17])[N:14]=2)[CH:5]=[CH:6][C:7]=1[CH3:8]. The yield is 0.704. (2) The product is [CH3:1][C:2]([O:4][C@H:5]1[C:14]2[C@@:15]3([CH3:30])[C@@H:26]([CH2:27][O:28][CH3:29])[O:25][C:23](=[O:24])[C:17]4=[CH:18][O:19][C:20]([C:21](=[O:22])[C:13]=2[C@@H:8]2[CH2:9][CH2:10][C@H:11]([OH:12])[C@@:7]2([CH3:31])[CH2:6]1)=[C:16]34)=[O:3]. The catalyst is O1CCCC1. The reactants are [CH3:1][C:2]([O:4][C@H:5]1[C:14]2[C@@:15]3([CH3:30])[C@@H:26]([CH2:27][O:28][CH3:29])[O:25][C:23](=[O:24])[C:17]4=[CH:18][O:19][C:20]([C:21](=[O:22])[C:13]=2[C@@H:8]2[CH2:9][CH2:10][C:11](=[O:12])[C@@:7]2([CH3:31])[CH2:6]1)=[C:16]34)=[O:3].B. The yield is 0.900. (3) The reactants are ClC(OC1C=CC([N+]([O-])=O)=CC=1)=[O:3].[NH2:14][O:15][CH2:16][C:17]([O:19][C:20]([CH3:23])([CH3:22])[CH3:21])=[O:18].[CH2:24]([N:26]([CH2:29]C)CC)[CH3:25]. The catalyst is ClCCl. The product is [CH2:24]([NH:26][C:29](=[O:3])[NH:14][O:15][CH2:16][C:17]([O:19][C:20]([CH3:23])([CH3:22])[CH3:21])=[O:18])[CH3:25]. The yield is 0.970. (4) The reactants are [I:1][C:2]1[CH:3]=[C:4]([CH:7]=[C:8]([O:12][CH3:13])[C:9]=1[O:10][CH3:11])[CH:5]=O.CCO.[ClH:17].CO.C(O[CH:23](OCC)[CH2:24][NH:25][CH2:26][C:27]1[CH:32]=[CH:31][CH:30]=[C:29]([O:33][CH2:34][CH3:35])[C:28]=1[OH:36])C. No catalyst specified. The yield is 0.0900. The product is [ClH:17].[CH2:34]([O:33][C:29]1[C:28]([OH:36])=[C:27]2[C:32]([C:23]([CH2:5][C:4]3[CH:7]=[C:8]([O:12][CH3:13])[C:9]([O:10][CH3:11])=[C:2]([I:1])[CH:3]=3)=[CH:24][N:25]=[CH:26]2)=[CH:31][CH:30]=1)[CH3:35]. (5) The reactants are Br[C:2]1[CH:12]=[CH:11][C:5]([O:6][CH2:7][CH2:8][CH2:9][OH:10])=[C:4]([O:13][CH3:14])[CH:3]=1.[Cl:15][C:16]1[CH:24]=[C:23]2[C:19]([C:20]([C:25]([O:27][CH3:28])=[O:26])=[CH:21][NH:22]2)=[CH:18][C:17]=1B1OCC(C)(C)CO1.C(=O)([O-])[O-].[K+].[K+]. The catalyst is C1(C)C=CC=CC=1.CCO.O.C1C=CC(P(C2C=CC=CC=2)[C-]2C=CC=C2)=CC=1.C1C=CC(P(C2C=CC=CC=2)[C-]2C=CC=C2)=CC=1.Cl[Pd]Cl.[Fe+2]. The product is [Cl:15][C:16]1[CH:24]=[C:23]2[C:19]([C:20]([C:25]([O:27][CH3:28])=[O:26])=[CH:21][NH:22]2)=[CH:18][C:17]=1[C:2]1[CH:12]=[CH:11][C:5]([O:6][CH2:7][CH2:8][CH2:9][OH:10])=[C:4]([O:13][CH3:14])[CH:3]=1. The yield is 0.760. (6) The reactants are [F:1][C:2]1[CH:3]=[C:4]2[C:9](=[CH:10][CH:11]=1)[CH:8]=[N:7][C:6]([NH:12][C:13](=[O:43])[O:14][CH2:15][C@@H:16]([N:29]([CH3:42])[C:30]([NH:32][CH2:33][C:34]1[CH:39]=[CH:38][CH:37]=[C:36]([F:40])[C:35]=1[Cl:41])=[O:31])[CH2:17][NH:18]C(OCC1C=CC=CC=1)=O)=[CH:5]2.[Si](I)(C)(C)C.[NH:49]([C:54]([O:56][C:57]([CH3:60])([CH3:59])[CH3:58])=[O:55])[CH2:50][C:51](O)=[O:52].CN(C(ON1N=NC2C=CC=CC1=2)=[N+](C)C)C.F[P-](F)(F)(F)(F)F. The catalyst is CC#N.CN(C=O)C.CO. The product is [F:1][C:2]1[CH:3]=[C:4]2[C:9](=[CH:10][CH:11]=1)[CH:8]=[N:7][C:6]([NH:12][C:13](=[O:43])[O:14][CH2:15][C@@H:16]([N:29]([CH3:42])[C:30]([NH:32][CH2:33][C:34]1[CH:39]=[CH:38][CH:37]=[C:36]([F:40])[C:35]=1[Cl:41])=[O:31])[CH2:17][NH:18][C:51](=[O:52])[CH2:50][NH:49][C:54]([O:56][C:57]([CH3:59])([CH3:58])[CH3:60])=[O:55])=[CH:5]2. The yield is 0.780. (7) The reactants are Cl.N1C=CC=CC=1.C[O:9][C:10]1[CH:11]=[C:12]([C:27](O)([CH3:29])[CH3:28])[C:13]2[O:17][C:16]([C:18]3[CH:23]=[CH:22][C:21]([O:24]C)=[CH:20][CH:19]=3)=[N:15][C:14]=2[CH:26]=1. The catalyst is O. The product is [OH:24][C:21]1[CH:20]=[CH:19][C:18]([C:16]2[O:17][C:13]3[C:12]([C:27]([CH3:29])=[CH2:28])=[CH:11][C:10]([OH:9])=[CH:26][C:14]=3[N:15]=2)=[CH:23][CH:22]=1. The yield is 0.410. (8) The reactants are [H-].[Al+3].[Li+].[H-].[H-].[H-].CO[C:9]([C@@H:11]1[CH2:15][C@@H:14]([N:16]=[N+]=[N-])[CH2:13][N:12]1C(OC(C)(C)C)=O)=[O:10].C(=O)([O-])[O-].[Na+].[Na+].[C:32](OC(=O)C)(=[O:34])[CH3:33].[ClH:39]. The catalyst is C1COCC1.O1CCOCC1.O. The product is [ClH:39].[OH:10][CH2:9][C@H:11]1[NH:12][CH2:13][C@H:14]([NH:16][C:32](=[O:34])[CH3:33])[CH2:15]1. The yield is 0.800. (9) The reactants are CCN(C(C)C)C(C)C.OC(C(F)(F)F)=O.[NH2:17][CH2:18][C:19]([N:21]1[CH2:26][CH2:25][N:24]([C:27](=[O:38])[C:28]2[CH:33]=[CH:32][CH:31]=[CH:30][C:29]=2[C:34]([F:37])([F:36])[F:35])[CH2:23][CH2:22]1)=[O:20].C1C=CC2N(O)N=NC=2C=1.CCN=C=NCCCN(C)C.Cl.[N+:61]([C:64]1[CH:72]=[CH:71][C:67]([C:68](O)=[O:69])=[CH:66][CH:65]=1)([O-:63])=[O:62]. The catalyst is CN(C=O)C.O. The product is [N+:61]([C:64]1[CH:65]=[CH:66][C:67]([C:68]([NH:17][CH2:18][C:19](=[O:20])[N:21]2[CH2:22][CH2:23][N:24]([C:27](=[O:38])[C:28]3[CH:33]=[CH:32][CH:31]=[CH:30][C:29]=3[C:34]([F:37])([F:35])[F:36])[CH2:25][CH2:26]2)=[O:69])=[CH:71][CH:72]=1)([O-:63])=[O:62]. The yield is 0.740. (10) The reactants are CC1(C)[C@@H:6]([CH2:7][C:8]([OH:10])=[O:9])[C:5](=[O:11])OO1.[CH2:13]1[CH2:17][O:16]CC1.B.[CH2:19]1COCC1. The catalyst is CO. The product is [OH:11][CH2:5][CH2:6][C@H:7]1[O:16][C:17]([CH3:13])([CH3:19])[O:10][C:8]1=[O:9]. The yield is 0.490.